Dataset: Catalyst prediction with 721,799 reactions and 888 catalyst types from USPTO. Task: Predict which catalyst facilitates the given reaction. (1) Reactant: [Cl:1][C:2]1[C:10]2[C:5](=[CH:6][CH:7]=[CH:8][C:9]=2[N+:11]([O-])=O)[N:4]([CH2:14][CH2:15][N:16]2[CH2:20][CH2:19][CH2:18][CH2:17]2)[N:3]=1.[Cl-].[NH4+]. Product: [Cl:1][C:2]1[C:10]2[C:5](=[CH:6][CH:7]=[CH:8][C:9]=2[NH2:11])[N:4]([CH2:14][CH2:15][N:16]2[CH2:20][CH2:19][CH2:18][CH2:17]2)[N:3]=1. The catalyst class is: 186. (2) Reactant: C([O:3][C:4]([C:6]1[N:7]=[CH:8][N:9]2[C:14]([C:15]([F:18])([F:17])[F:16])=[CH:13][C:12]([C:19]3[CH:24]=[CH:23][C:22]([C:25]([F:28])([F:27])[F:26])=[CH:21][CH:20]=3)=[N:11][C:10]=12)=[O:5])C.[OH-].[K+].O. Product: [F:17][C:15]([F:16])([F:18])[C:14]1[N:9]2[CH:8]=[N:7][C:6]([C:4]([OH:5])=[O:3])=[C:10]2[N:11]=[C:12]([C:19]2[CH:20]=[CH:21][C:22]([C:25]([F:28])([F:27])[F:26])=[CH:23][CH:24]=2)[CH:13]=1. The catalyst class is: 15. (3) Reactant: [CH:1]([C:3]1[N:4]=[CH:5][C:6]([NH:9][C:10](=[O:27])[CH:11]([NH:15][C:16](=[O:26])[CH2:17][C:18]2[CH:23]=[C:22]([F:24])[CH:21]=[C:20]([F:25])[CH:19]=2)[CH2:12][CH2:13][CH3:14])=[N:7][CH:8]=1)=O.[CH2:28]([NH2:35])[C:29]1[CH:34]=[CH:33][CH:32]=[CH:31][CH:30]=1.S([O-])([O-])(=O)=O.[Na+].[Na+].C(O[BH-](OC(=O)C)OC(=O)C)(=O)C.[Na+]. Product: [CH2:28]([NH:35][CH2:1][C:3]1[N:4]=[CH:5][C:6]([NH:9][C:10](=[O:27])[CH:11]([NH:15][C:16](=[O:26])[CH2:17][C:18]2[CH:23]=[C:22]([F:24])[CH:21]=[C:20]([F:25])[CH:19]=2)[CH2:12][CH2:13][CH3:14])=[N:7][CH:8]=1)[C:29]1[CH:34]=[CH:33][CH:32]=[CH:31][CH:30]=1. The catalyst class is: 15. (4) Reactant: Cl[C:2]1[N:7]=[C:6]([O:8][C:9]2[CH:14]=[CH:13][C:12]([N+:15]([O-:17])=[O:16])=[CH:11][C:10]=2[F:18])[CH:5]=[CH:4][N:3]=1.[CH3:19][O:20][C:21]1[CH:28]=[CH:27][C:24]([CH2:25][NH2:26])=[CH:23][CH:22]=1.C([O-])([O-])=O.[K+].[K+].CN(C=O)C. Product: [CH3:19][O:20][C:21]1[CH:28]=[CH:27][C:24]([CH2:25][NH:26][C:2]2[N:7]=[C:6]([O:8][C:9]3[CH:14]=[CH:13][C:12]([N+:15]([O-:17])=[O:16])=[CH:11][C:10]=3[F:18])[CH:5]=[CH:4][N:3]=2)=[CH:23][CH:22]=1. The catalyst class is: 232. (5) Reactant: [F:1][C:2]1[CH:7]=[CH:6][C:5]([N:8]2[C:12](=[O:13])[N:11]([CH3:14])[N:10]=[N:9]2)=[C:4]([O:15]C(C)C)[CH:3]=1.[N+:19]([O-])([OH:21])=[O:20]. Product: [F:1][C:2]1[C:7]([N+:19]([O-:21])=[O:20])=[CH:6][C:5]([N:8]2[C:12](=[O:13])[N:11]([CH3:14])[N:10]=[N:9]2)=[C:4]([OH:15])[CH:3]=1. The catalyst class is: 82.